Dataset: Full USPTO retrosynthesis dataset with 1.9M reactions from patents (1976-2016). Task: Predict the reactants needed to synthesize the given product. (1) Given the product [F:1][C:2]1[CH:7]=[CH:6][C:5]([S:8][C:9]2[CH:14]=[CH:13][C:12]([CH3:15])=[CH:11][C:10]=2[NH2:16])=[CH:4][CH:3]=1, predict the reactants needed to synthesize it. The reactants are: [F:1][C:2]1[CH:7]=[CH:6][C:5]([S:8][C:9]2[CH:14]=[CH:13][C:12]([CH3:15])=[CH:11][C:10]=2[N+:16]([O-])=O)=[CH:4][CH:3]=1.Cl[Sn]Cl. (2) Given the product [Br:1][C:2]1[CH:3]=[C:4]2[C:8](=[CH:9][CH:10]=1)[N:7]([C:13]1[CH:12]=[N:11][CH:16]=[CH:15][CH:14]=1)[N:6]=[CH:5]2, predict the reactants needed to synthesize it. The reactants are: [Br:1][C:2]1[CH:3]=[C:4]2[C:8](=[CH:9][CH:10]=1)[NH:7][N:6]=[CH:5]2.[N:11]1[CH:16]=[CH:15][CH:14]=[C:13](B(O)O)[CH:12]=1.N1C=CC=CC=1. (3) Given the product [F:9][C:10]1[CH:11]=[C:12]([CH:15]=[CH:16][CH:17]=1)[CH2:13][O:8][C:5]1[CH:6]=[CH:7][C:2]([I:1])=[CH:3][CH:4]=1, predict the reactants needed to synthesize it. The reactants are: [I:1][C:2]1[CH:7]=[CH:6][C:5]([OH:8])=[CH:4][CH:3]=1.[F:9][C:10]1[CH:11]=[C:12]([CH:15]=[CH:16][CH:17]=1)[CH2:13]Br.C([O-])C.[Na+]. (4) Given the product [CH2:1]([O:3][C:4]1[CH:12]=[CH:11][C:7]([C:8]2[O:10][N:41]=[C:40]([C:42]3[CH:50]=[CH:49][CH:48]=[C:47]4[C:43]=3[CH2:44][CH2:45][CH:46]4[OH:51])[N:39]=2)=[CH:6][C:5]=1[C:13]([F:16])([F:15])[F:14])[CH3:2], predict the reactants needed to synthesize it. The reactants are: [CH2:1]([O:3][C:4]1[CH:12]=[CH:11][C:7]([C:8]([OH:10])=O)=[CH:6][C:5]=1[C:13]([F:16])([F:15])[F:14])[CH3:2].C1C=CC2N(O)N=NC=2C=1.CCN=C=NCCCN(C)C.O[N:39]=[C:40]([C:42]1[C:43]2[CH2:44][CH2:45][CH:46]([OH:51])[C:47]=2[CH:48]=[CH:49][CH:50]=1)[NH2:41].[Na+].[Cl-]. (5) Given the product [ClH:19].[CH2:1]([O:2][C:3](=[O:23])[C@H:4]([O:21][CH3:22])[CH:5]([NH2:20])[CH2:6][C:7]1[CH:8]=[CH:9][C:10]([C:13]2[CH:18]=[CH:17][CH:16]=[C:15]([Cl:19])[CH:14]=2)=[CH:11][CH:12]=1)[CH3:31], predict the reactants needed to synthesize it. The reactants are: [CH3:1][O:2][C:3](=[O:23])[C@H:4]([O:21][CH3:22])[CH:5]([NH2:20])[CH2:6][C:7]1[CH:12]=[CH:11][C:10]([C:13]2[CH:18]=[CH:17][CH:16]=[C:15]([Cl:19])[CH:14]=2)=[CH:9][CH:8]=1.[OH-].[Na+].Cl.O=S(Cl)Cl.[CH3:31]O.